This data is from Forward reaction prediction with 1.9M reactions from USPTO patents (1976-2016). The task is: Predict the product of the given reaction. (1) Given the reactants C(OC(C1C(F)=CC(O[C@@H]2CCCN(C(OC(C)(C)C)=O)C2)=C(C2CC2)C=1)=O)(C)(C)C.[C:32]([O:36][C:37]([C:39]1[C:59]([F:60])=[CH:58][C:42]([O:43][CH2:44][C@@H:45]2[CH2:50][CH2:49][CH2:48][N:47](C(OC(C)(C)C)=O)[CH2:46]2)=[C:41]([CH:61]2[CH2:63][CH2:62]2)[CH:40]=1)=[O:38])(C)(C)C, predict the reaction product. The product is: [CH:61]1([C:41]2[C:42]([O:43][CH2:44][C@@H:45]3[CH2:50][CH2:49][CH2:48][NH:47][CH2:46]3)=[CH:58][C:59]([F:60])=[C:39]([CH:40]=2)[C:37]([O:36][CH3:32])=[O:38])[CH2:63][CH2:62]1. (2) The product is: [CH3:13][C:14]1([CH3:49])[CH2:18][C:17]2[CH:19]=[C:20]([N:23]3[C:28](=[O:29])[C:27]([CH2:30][C:31]4[CH:36]=[CH:35][C:34]([C:37]5[CH:42]=[CH:41][CH:40]=[CH:39][C:38]=5[C:43]5[NH:3][C:4](=[O:7])[O:5][N:44]=5)=[CH:33][CH:32]=4)=[C:26]([CH2:45][CH2:46][CH3:47])[N:25]=[C:24]3[CH3:48])[CH:21]=[CH:22][C:16]=2[O:15]1. Given the reactants [Cl-].O[NH3+:3].[C:4](=[O:7])([O-])[OH:5].[Na+].CS(C)=O.[CH3:13][C:14]1([CH3:49])[CH2:18][C:17]2[CH:19]=[C:20]([N:23]3[C:28](=[O:29])[C:27]([CH2:30][C:31]4[CH:36]=[CH:35][C:34]([C:37]5[C:38]([C:43]#[N:44])=[CH:39][CH:40]=[CH:41][CH:42]=5)=[CH:33][CH:32]=4)=[C:26]([CH2:45][CH2:46][CH3:47])[N:25]=[C:24]3[CH3:48])[CH:21]=[CH:22][C:16]=2[O:15]1, predict the reaction product. (3) Given the reactants [C:1](Cl)(=[O:8])[C:2]1[CH:7]=[CH:6][CH:5]=[CH:4][CH:3]=1.[O:10]([C:22]1[CH:27]=[CH:26][C:25]([N+:28]([O-:30])=[O:29])=[CH:24][CH:23]=1)[C@@H:11]1[O:19][C@H:18]([CH2:20][OH:21])[C@H:16]([OH:17])[C@H:14]([OH:15])[C@H:12]1[OH:13].[OH2:31], predict the reaction product. The product is: [C:1]([O:13][C@@H:12]1[C@@H:14]([O:15][C:1](=[O:31])[C:2]2[CH:7]=[CH:6][CH:5]=[CH:4][CH:3]=2)[C@@H:16]([OH:17])[C@@H:18]([CH2:20][O:21][C:1](=[O:8])[C:2]2[CH:7]=[CH:6][CH:5]=[CH:4][CH:3]=2)[O:19][C@H:11]1[O:10][C:22]1[CH:23]=[CH:24][C:25]([N+:28]([O-:30])=[O:29])=[CH:26][CH:27]=1)(=[O:8])[C:2]1[CH:7]=[CH:6][CH:5]=[CH:4][CH:3]=1. (4) The product is: [F:1][C:2]1[CH:7]=[C:6]([C:8]([F:9])([F:11])[F:10])[CH:5]=[CH:4][C:3]=1[CH:12]1[CH2:17][C:16](=[O:18])[N:15]([CH3:19])[C:14]([CH3:20])=[C:13]1[C:21]([OH:23])=[O:22]. Given the reactants [F:1][C:2]1[CH:7]=[C:6]([C:8]([F:11])([F:10])[F:9])[CH:5]=[CH:4][C:3]=1[CH:12]1[CH2:17][C:16](=[O:18])[N:15]([CH3:19])[C:14]([CH3:20])=[C:13]1[C:21]([O:23]C)=[O:22], predict the reaction product. (5) Given the reactants [N:1]1([S:7]([C:10]2[CH:11]=[C:12]([CH:16]=[CH:17][CH:18]=2)[C:13]([OH:15])=O)(=[O:9])=[O:8])[CH2:6][CH2:5][CH2:4][CH2:3][CH2:2]1.[Cl:19][C:20]1[CH:21]=[C:22]([CH:24]=[CH:25][CH:26]=1)[NH2:23], predict the reaction product. The product is: [Cl:19][C:20]1[CH:21]=[C:22]([NH:23][C:13](=[O:15])[C:12]2[CH:16]=[CH:17][CH:18]=[C:10]([S:7]([N:1]3[CH2:2][CH2:3][CH2:4][CH2:5][CH2:6]3)(=[O:8])=[O:9])[CH:11]=2)[CH:24]=[CH:25][CH:26]=1.